Dataset: Catalyst prediction with 721,799 reactions and 888 catalyst types from USPTO. Task: Predict which catalyst facilitates the given reaction. (1) Reactant: [C:1]1([S:17]([O-:20])(=O)=[O:18])[C:14]2[C:13](=[O:15])[C:12]3[C:7](=[CH:8][CH:9]=[CH:10][CH:11]=3)[C:6](=[O:16])[C:5]=2[CH:4]=[CH:3][CH:2]=1.[Na+].O=P(Cl)(Cl)[Cl:24].S1(CCCC1)(=O)=O. Product: [Cl:24][S:17]([C:1]1[C:14]2[C:13](=[O:15])[C:12]3[C:7](=[CH:8][CH:9]=[CH:10][CH:11]=3)[C:6](=[O:16])[C:5]=2[CH:4]=[CH:3][CH:2]=1)(=[O:20])=[O:18]. The catalyst class is: 10. (2) Reactant: [NH2:1][CH2:2][C:3]1[CH:4]=[C:5]([C:9]2[CH:14]=[CH:13][C:12]([S:15]([NH:18][C@H:19]([C:23]([O:25][CH3:26])=[O:24])[CH:20]([CH3:22])[CH3:21])(=[O:17])=[O:16])=[CH:11][CH:10]=2)[CH:6]=[CH:7][CH:8]=1.[O:27]=[C:28]1[C:37]2[C:32](=[CH:33][CH:34]=[CH:35][CH:36]=2)[N:31]=[C:30]([C:38](OCC)=[O:39])[NH:29]1. Product: [O:27]=[C:28]1[C:37]2[C:32](=[CH:33][CH:34]=[CH:35][CH:36]=2)[N:31]=[C:30]([C:38]([NH:1][CH2:2][C:3]2[CH:4]=[C:5]([C:9]3[CH:10]=[CH:11][C:12]([S:15]([NH:18][C@H:19]([C:23]([O:25][CH3:26])=[O:24])[CH:20]([CH3:21])[CH3:22])(=[O:17])=[O:16])=[CH:13][CH:14]=3)[CH:6]=[CH:7][CH:8]=2)=[O:39])[NH:29]1. The catalyst class is: 14. (3) Reactant: [Cl:1][C:2]1[CH:7]=[CH:6][C:5]([N:8]2[C:16]([CH:17]([CH:21]3[CH2:26][CH2:25][CH2:24][CH2:23][CH2:22]3)[C:18]([OH:20])=O)=[C:15]3[C:10]([CH:11]=[CH:12][CH:13]=[CH:14]3)=[N:9]2)=[CH:4][CH:3]=1.S(Cl)(Cl)=O.[CH2:31]([O:33][C:34](=[O:43])[C:35]1[CH:40]=[CH:39][C:38]([NH2:41])=[C:37]([F:42])[CH:36]=1)[CH3:32]. Product: [CH2:31]([O:33][C:34](=[O:43])[C:35]1[CH:40]=[CH:39][C:38]([NH:41][C:18](=[O:20])[CH:17]([C:16]2[N:8]([C:5]3[CH:6]=[CH:7][C:2]([Cl:1])=[CH:3][CH:4]=3)[N:9]=[C:10]3[C:15]=2[CH:14]=[CH:13][CH:12]=[CH:11]3)[CH:21]2[CH2:22][CH2:23][CH2:24][CH2:25][CH2:26]2)=[C:37]([F:42])[CH:36]=1)[CH3:32]. The catalyst class is: 142.